This data is from Full USPTO retrosynthesis dataset with 1.9M reactions from patents (1976-2016). The task is: Predict the reactants needed to synthesize the given product. (1) Given the product [CH3:23][N:22]1[C:18]([C:11]([C:12]2[CH:17]=[CH:16][CH:15]=[CH:14][CH:13]=2)=[N:10][O:9][CH2:8][C:6]2[CH:5]=[CH:4][CH:3]=[C:2]([S:29][CH2:24][CH2:25][CH2:26][CH2:27][CH3:28])[N:7]=2)=[N:19][N:20]=[N:21]1, predict the reactants needed to synthesize it. The reactants are: Br[C:2]1[N:7]=[C:6]([CH2:8][O:9][N:10]=[C:11]([C:18]2[N:22]([CH3:23])[N:21]=[N:20][N:19]=2)[C:12]2[CH:17]=[CH:16][CH:15]=[CH:14][CH:13]=2)[CH:5]=[CH:4][CH:3]=1.[CH2:24]([SH:29])[CH2:25][CH2:26][CH2:27][CH3:28].C([O-])([O-])=O.[Cs+].[Cs+].C([O-])(O)=O.[Na+].[O-]S([O-])(=S)=O.[Na+].[Na+]. (2) Given the product [C:3]12([O:13][CH2:16][CH2:15][NH:1][CH2:2]1)[C:12]1[C:7](=[CH:8][CH:9]=[CH:10][CH:11]=1)[CH2:6][CH2:5][CH2:4]2, predict the reactants needed to synthesize it. The reactants are: [NH2:1][CH2:2][C:3]1([OH:13])[C:12]2[C:7](=[CH:8][CH:9]=[CH:10][CH:11]=2)[CH2:6][CH2:5][CH2:4]1.Cl[CH2:15][C:16](Cl)=O. (3) Given the product [Cl:13][C:14]1[C:19]([NH:20][C:21]2[C:30]3[C:25](=[CH:26][C:27]([O:33][CH2:38][CH2:39][N:40]4[CH2:44][CH2:43][CH2:42][CH2:41]4)=[C:28]([O:31][CH3:32])[CH:29]=3)[N:24]=[CH:23][N:22]=2)=[C:18]2[O:34][CH2:35][O:36][C:17]2=[CH:16][CH:15]=1, predict the reactants needed to synthesize it. The reactants are: N(C(OCC)=O)=NC(OCC)=O.[Cl:13][C:14]1[C:19]([NH:20][C:21]2[C:30]3[C:25](=[CH:26][C:27]([OH:33])=[C:28]([O:31][CH3:32])[CH:29]=3)[N:24]=[CH:23][N:22]=2)=[C:18]2[O:34][CH2:35][O:36][C:17]2=[CH:16][CH:15]=1.O[CH2:38][CH2:39][N:40]1[CH2:44][CH2:43][CH2:42][CH2:41]1.C1(P(C2C=CC=CC=2)C2C=CC=CC=2)C=CC=CC=1. (4) Given the product [C:17]([C:16]1[CH:15]=[CH:14][C:13]([NH:12][C:4](=[O:6])[C:3]2[CH:7]=[C:8]([Cl:11])[CH:9]=[CH:10][C:2]=2[Cl:1])=[CH:26][CH:25]=1)(=[O:18])[C:19]1[CH:20]=[CH:21][CH:22]=[CH:23][CH:24]=1, predict the reactants needed to synthesize it. The reactants are: [Cl:1][C:2]1[CH:10]=[CH:9][C:8]([Cl:11])=[CH:7][C:3]=1[C:4]([OH:6])=O.[NH2:12][C:13]1[CH:26]=[CH:25][C:16]([C:17]([C:19]2[CH:24]=[CH:23][CH:22]=[CH:21][CH:20]=2)=[O:18])=[CH:15][CH:14]=1.C(N(CC)CC)C. (5) Given the product [O:16]=[C:10]([NH:8][CH2:7][C:2]1[CH:3]=[CH:4][CH:5]=[CH:6][N:1]=1)[C:11]([O:13][CH2:14][CH3:15])=[O:12], predict the reactants needed to synthesize it. The reactants are: [N:1]1[CH:6]=[CH:5][CH:4]=[CH:3][C:2]=1[CH2:7][NH2:8].Cl[C:10](=[O:16])[C:11]([O:13][CH2:14][CH3:15])=[O:12]. (6) Given the product [NH2:1][C:2]1[C:11]2[C:6](=[C:7]([C:23]3[CH:24]=[CH:25][C:26]([F:28])=[CH:27][C:22]=3[O:21][CH3:20])[C:8]([F:12])=[CH:9][CH:10]=2)[N:5]=[N:4][C:3]=1[C:14]([NH:16][CH2:17][CH2:18][CH3:19])=[O:15], predict the reactants needed to synthesize it. The reactants are: [NH2:1][C:2]1[C:11]2[C:6](=[C:7](I)[C:8]([F:12])=[CH:9][CH:10]=2)[N:5]=[N:4][C:3]=1[C:14]([NH:16][CH2:17][CH2:18][CH3:19])=[O:15].[CH3:20][O:21][C:22]1[CH:27]=[C:26]([F:28])[CH:25]=[CH:24][C:23]=1B(O)O.